This data is from HIV replication inhibition screening data with 41,000+ compounds from the AIDS Antiviral Screen. The task is: Binary Classification. Given a drug SMILES string, predict its activity (active/inactive) in a high-throughput screening assay against a specified biological target. (1) The compound is NC(=O)CCCCC1CCSS1. The result is 0 (inactive). (2) The drug is CN1CC(=Cc2ccccc2[N+](=O)[O-])C(=O)C(=Cc2ccccc2[N+](=O)[O-])C1.Cl. The result is 0 (inactive). (3) The compound is CCN(CC)CC.O=C(O)C(F)(F)C(F)(F)C(F)(F)C(F)(F)C(F)(F)C(F)(F)C(F)(F)C(F)(F)F. The result is 0 (inactive).